Regression. Given a peptide amino acid sequence and an MHC pseudo amino acid sequence, predict their binding affinity value. This is MHC class I binding data. From a dataset of Peptide-MHC class I binding affinity with 185,985 pairs from IEDB/IMGT. (1) The peptide sequence is GLNKLAGFK. The binding affinity (normalized) is 0.347. The MHC is HLA-A31:01 with pseudo-sequence HLA-A31:01. (2) The peptide sequence is AVNKSNKPLK. The MHC is HLA-A11:01 with pseudo-sequence HLA-A11:01. The binding affinity (normalized) is 0.539. (3) The binding affinity (normalized) is 0.369. The MHC is Patr-A0901 with pseudo-sequence Patr-A0901. The peptide sequence is FWEGVFTGL. (4) The MHC is Mamu-B52 with pseudo-sequence Mamu-B52. The peptide sequence is KCCYHCQFCF. The binding affinity (normalized) is 0.404.